Dataset: Full USPTO retrosynthesis dataset with 1.9M reactions from patents (1976-2016). Task: Predict the reactants needed to synthesize the given product. (1) Given the product [Br:37][C:16]1[C:17]([O:19][CH3:20])=[CH:18][C:11]2[N:10]([CH2:21][C:22]3[CH:27]=[CH:26][CH:25]=[C:24]([F:28])[CH:23]=3)[C:9](=[O:29])[CH:8]([C:6]([O:5][C:1]([CH3:4])([CH3:2])[CH3:3])=[O:7])[CH2:14][CH2:13][C:12]=2[CH:15]=1, predict the reactants needed to synthesize it. The reactants are: [C:1]([O:5][C:6]([CH:8]1[CH2:14][CH2:13][C:12]2[CH:15]=[CH:16][C:17]([O:19][CH3:20])=[CH:18][C:11]=2[N:10]([CH2:21][C:22]2[CH:27]=[CH:26][CH:25]=[C:24]([F:28])[CH:23]=2)[C:9]1=[O:29])=[O:7])([CH3:4])([CH3:3])[CH3:2].C1C(=O)N([Br:37])C(=O)C1. (2) The reactants are: [NH2:1][C:2]1[C:7]([O:8][CH3:9])=[C:6]([CH3:10])[CH:5]=[CH:4][N:3]=1.[C:11](O[C:11]([O:13][C:14]([CH3:17])([CH3:16])[CH3:15])=[O:12])([O:13][C:14]([CH3:17])([CH3:16])[CH3:15])=[O:12]. Given the product [C:14]([O:13][C:11]([NH:1][C:2]1[C:7]([O:8][CH3:9])=[C:6]([CH3:10])[CH:5]=[CH:4][N:3]=1)=[O:12])([CH3:17])([CH3:16])[CH3:15], predict the reactants needed to synthesize it.